Dataset: Catalyst prediction with 721,799 reactions and 888 catalyst types from USPTO. Task: Predict which catalyst facilitates the given reaction. (1) Reactant: [Cl:1][C:2]1[CH:11]=[C:10]2[C:5]([CH2:6][CH2:7][N:8]([CH3:19])[CH:9]2[C:12]2[CH:13]=[C:14]([CH2:17][OH:18])[S:15][CH:16]=2)=[CH:4][CH:3]=1.CC(OI1(OC(C)=O)(OC(C)=O)OC(=O)C2C=CC=CC1=2)=O. Product: [Cl:1][C:2]1[CH:11]=[C:10]2[C:5]([CH2:6][CH2:7][N:8]([CH3:19])[CH:9]2[C:12]2[CH:13]=[C:14]([CH:17]=[O:18])[S:15][CH:16]=2)=[CH:4][CH:3]=1. The catalyst class is: 2. (2) Reactant: C(N(CC)CC)C.[C:8]([O:12][C:13]([N:15]1[CH2:20][CH2:19][CH2:18][CH:17]([C:21]([OH:23])=O)[CH2:16]1)=[O:14])([CH3:11])([CH3:10])[CH3:9].Cl.[NH2:25][CH2:26][C:27]([C:29]1[CH:34]=[CH:33][C:32]([F:35])=[CH:31][CH:30]=1)=[O:28].C(P1(=O)OP(CCC)(=O)OP(CCC)(=O)O1)CC. Product: [F:35][C:32]1[CH:31]=[CH:30][C:29]([C:27](=[O:28])[CH2:26][NH:25][C:21]([CH:17]2[CH2:18][CH2:19][CH2:20][N:15]([C:13]([O:12][C:8]([CH3:9])([CH3:10])[CH3:11])=[O:14])[CH2:16]2)=[O:23])=[CH:34][CH:33]=1. The catalyst class is: 1. (3) Reactant: Cl[CH2:2][CH2:3][C:4]1[CH:5]=[C:6]2[C:10](=[CH:11][C:12]=1[Cl:13])[NH:9][C:8](=[O:14])[CH2:7]2.[S:15]1[C:19]2[CH:20]=[CH:21][CH:22]=[CH:23][C:18]=2[C:17]([N:24]2[CH2:29][CH2:28][NH:27][CH2:26][CH2:25]2)=[N:16]1. Product: [CH:22]1[CH:21]=[CH:20][C:19]2[S:15][N:16]=[C:17]([N:24]3[CH2:25][CH2:26][N:27]([CH2:2][CH2:3][C:4]4[CH:5]=[C:6]5[CH2:7][C:8](=[O:14])[NH:9][C:10]5=[CH:11][C:12]=4[Cl:13])[CH2:28][CH2:29]3)[C:18]=2[CH:23]=1. The catalyst class is: 6. (4) Reactant: C([SiH2][O:6][C:7](C)(C)[C:8]1[C:13]([C:14]2[CH:19]=[C:18]([NH:20][C:21]3[CH:26]=[CH:25][C:24]([C:27]([N:29]4[CH2:34][CH2:33][O:32][CH2:31][CH2:30]4)=[O:28])=[CH:23][N:22]=3)[C:17](=[O:35])[N:16]([CH3:36])[CH:15]=2)=[CH:12][CH:11]=[CH:10][C:9]=1[N:37]1[CH:46]=[CH:45][C:44]2[C:39](=[CH:40][CH:41]=[C:42]([CH:47]3[CH2:49][CH2:48]3)[CH:43]=2)[C:38]1=[O:50])(C)(C)C.[F-].C([N+](CCCC)(CCCC)CCCC)CCC. Product: [CH:47]1([C:42]2[CH:43]=[C:44]3[C:39](=[CH:40][CH:41]=2)[C:38](=[O:50])[N:37]([C:9]2[CH:10]=[CH:11][CH:12]=[C:13]([C:14]4[CH:19]=[C:18]([NH:20][C:21]5[CH:26]=[CH:25][C:24]([C:27]([N:29]6[CH2:34][CH2:33][O:32][CH2:31][CH2:30]6)=[O:28])=[CH:23][N:22]=5)[C:17](=[O:35])[N:16]([CH3:36])[CH:15]=4)[C:8]=2[CH2:7][OH:6])[CH:46]=[CH:45]3)[CH2:48][CH2:49]1. The catalyst class is: 1. (5) Reactant: [O:1]1[CH2:5][C@@H:4]([OH:6])[C@H:3]2[O:7][CH2:8][C@@H:9]([OH:10])[C@@H:2]12.N1C=CC=CC=1.[S:17](O[S:17]([C:20]([F:23])([F:22])[F:21])(=[O:19])=[O:18])([C:20]([F:23])([F:22])[F:21])(=[O:19])=[O:18]. Product: [F:21][C:20]([F:23])([F:22])[S:17]([O:6][C@@H:4]1[CH2:5][O:1][C@@H:2]2[C@H:9]([O:10][S:17]([C:20]([F:21])([F:22])[F:23])(=[O:18])=[O:19])[CH2:8][O:7][C@H:3]12)(=[O:19])=[O:18]. The catalyst class is: 2. (6) Reactant: [Cl:1][C:2]1[CH:3]=[C:4]([C:9]2[N:14]=[C:13]([N:15]3[CH2:19][CH2:18][CH2:17][CH:16]3[CH3:20])[N:12]=[C:11]([N:21]3[CH2:26][CH2:25][N:24]([C:27]4[N:32]=[CH:31][C:30]([OH:33])=[CH:29][C:28]=4[CH3:34])[CH2:23][CH2:22]3)[CH:10]=2)[CH:5]=[CH:6][C:7]=1[F:8].[H-].[Na+].[CH3:37]I. Product: [Cl:1][C:2]1[CH:3]=[C:4]([C:9]2[CH:10]=[C:11]([N:21]3[CH2:22][CH2:23][N:24]([C:27]4[C:28]([CH3:34])=[CH:29][C:30]([O:33][CH3:37])=[CH:31][N:32]=4)[CH2:25][CH2:26]3)[N:12]=[C:13]([N:15]3[CH2:19][CH2:18][CH2:17][CH:16]3[CH3:20])[N:14]=2)[CH:5]=[CH:6][C:7]=1[F:8]. The catalyst class is: 3. (7) Reactant: [Si]([O:8][C@H:9]1[CH2:13][N:12](C(OC(C)(C)C)=O)[C@@H:11]([CH2:21][O:22][C:23]2[CH:32]=[C:31]([O:33][CH3:34])[CH:30]=[C:29]3[C:24]=2[C:25]([NH:35][C:36]2[CH:41]=[CH:40][C:39]([F:42])=[C:38]([Cl:43])[CH:37]=2)=[N:26][CH:27]=[N:28]3)[CH2:10]1)(C(C)(C)C)(C)C.C(#N)C. Product: [Cl:43][C:38]1[CH:37]=[C:36]([CH:41]=[CH:40][C:39]=1[F:42])[NH:35][C:25]1[C:24]2[C:29](=[CH:30][C:31]([O:33][CH3:34])=[CH:32][C:23]=2[O:22][CH2:21][C@@H:11]2[NH:12][CH2:13][C@H:9]([OH:8])[CH2:10]2)[N:28]=[CH:27][N:26]=1. The catalyst class is: 55.